From a dataset of Reaction yield outcomes from USPTO patents with 853,638 reactions. Predict the reaction yield, written as a fraction of the theoretical maximum amount of product (1.0 means a 100% yield; for example, 0.34 means a 34% yield). The reactants are [BH4-].[Na+].[F:3][C:4]1[C:16]([F:17])=[C:15]([F:18])[CH:14]=[CH:13][C:5]=1[NH:6][C@@H:7]([CH3:12])[C:8](OC)=[O:9].Cl.C(=O)([O-])O.[Na+]. The catalyst is CC(O)C.CO. The product is [F:3][C:4]1[C:16]([F:17])=[C:15]([F:18])[CH:14]=[CH:13][C:5]=1[NH:6][C@@H:7]([CH3:12])[CH2:8][OH:9]. The yield is 0.840.